From a dataset of NCI-60 drug combinations with 297,098 pairs across 59 cell lines. Regression. Given two drug SMILES strings and cell line genomic features, predict the synergy score measuring deviation from expected non-interaction effect. Drug 1: C1=NC2=C(N=C(N=C2N1C3C(C(C(O3)CO)O)F)Cl)N. Drug 2: C1CNP(=O)(OC1)N(CCCl)CCCl. Cell line: T-47D. Synergy scores: CSS=-1.07, Synergy_ZIP=-1.05, Synergy_Bliss=-3.45, Synergy_Loewe=-5.78, Synergy_HSA=-3.44.